Dataset: Forward reaction prediction with 1.9M reactions from USPTO patents (1976-2016). Task: Predict the product of the given reaction. (1) Given the reactants Cl[C:2]1[C:3]2[C:10]([C:11]3[CH:16]=[CH:15][CH:14]=[CH:13][N:12]=3)=[CH:9][S:8][C:4]=2[N:5]=[CH:6][N:7]=1.[CH:17]1([NH2:24])[CH2:22][CH2:21][CH:20]([NH2:23])[CH2:19][CH2:18]1, predict the reaction product. The product is: [N:12]1[CH:13]=[CH:14][CH:15]=[CH:16][C:11]=1[C:10]1[C:3]2[C:2]([NH:23][CH:20]3[CH2:21][CH2:22][CH:17]([NH2:24])[CH2:18][CH2:19]3)=[N:7][CH:6]=[N:5][C:4]=2[S:8][CH:9]=1. (2) Given the reactants [CH2:1]([O:3][C:4](=[O:24])[CH2:5][NH:6][C:7]1[CH:12]=[C:11]([Cl:13])[C:10]([O:14][C:15]2[CH:20]=[CH:19][C:18]([O:21][CH3:22])=[CH:17][CH:16]=2)=[C:9]([Cl:23])[CH:8]=1)[CH3:2].Cl[C:26]([O:28][CH2:29][CH3:30])=[O:27], predict the reaction product. The product is: [CH2:1]([O:3][C:4](=[O:24])[CH2:5][N:6]([C:7]1[CH:12]=[C:11]([Cl:13])[C:10]([O:14][C:15]2[CH:20]=[CH:19][C:18]([O:21][CH3:22])=[CH:17][CH:16]=2)=[C:9]([Cl:23])[CH:8]=1)[C:26]([O:28][CH2:29][CH3:30])=[O:27])[CH3:2]. (3) Given the reactants Cl.C[O:3][C:4]1[C:5](OC)=[CH:6][C:7]2[O:11][N:10]=[C:9]([CH:12]3[CH2:17][CH2:16][N:15](CCCCOC4C=C5C(CCC(=O)N5)=CC=4)[CH2:14][CH2:13]3)[C:8]=2[CH:34]=1.[BrH:37], predict the reaction product. The product is: [BrH:37].[OH:3][C:4]1[CH:5]=[CH:6][C:7]2[O:11][N:10]=[C:9]([CH:12]3[CH2:13][CH2:14][NH:15][CH2:16][CH2:17]3)[C:8]=2[CH:34]=1. (4) Given the reactants CN([CH2:4][CH2:5][CH2:6]N1CN(CCCN(C)C)CN(CCCN(C)C)C1)C.[CH2:25]([N:31]=[C:32]=[O:33])[CH2:26][CH2:27][CH2:28][CH2:29][CH3:30].[N-]=C=[O:36], predict the reaction product. The product is: [CH2:25]([NH:31][C:32](=[O:36])[O:33][CH:5]([CH3:6])[CH3:4])[CH2:26][CH2:27][CH2:28][CH2:29][CH3:30]. (5) Given the reactants [C:1]1([Li])[CH:16]=[CH:15][CH:14]=[C:13]2[C:2]=1[CH:3]=[C:4]1[C:12]3[CH:11]=[CH:10][CH:9]=[CH:8][C:7]=3[N:6]=[C:5]12.[Cl-].[Cl-].[Cl-].C1([Zr+3:26])C=CC=C1, predict the reaction product. The product is: [C:1]1([Zr:26])[CH:16]=[CH:15][CH:14]=[C:13]2[C:2]=1[CH:3]=[C:4]1[C:12]3[CH:11]=[CH:10][CH:9]=[CH:8][C:7]=3[N:6]=[C:5]12.